Dataset: Forward reaction prediction with 1.9M reactions from USPTO patents (1976-2016). Task: Predict the product of the given reaction. (1) Given the reactants [N:1]1([CH2:7][CH2:8][O:9][C:10]2[N:15]=[CH:14][C:13]([C:16]3[CH:17]=[N:18][C:19]4[N:20]([N:22]=[CH:23][C:24]=4[C:25]4[C:34]5[C:29](=[CH:30][CH:31]=[CH:32][CH:33]=5)[N:28]=[CH:27][CH:26]=4)[CH:21]=3)=[CH:12][CH:11]=2)[CH2:6][CH2:5][NH:4][CH2:3][CH2:2]1.[C:35]([OH:41])([C:37]([F:40])([F:39])[F:38])=[O:36].C=O.C(O[BH-](OC(=O)C)OC(=O)C)(=O)C.[Na+], predict the reaction product. The product is: [CH3:35][N:4]1[CH2:3][CH2:2][N:1]([CH2:7][CH2:8][O:9][C:10]2[N:15]=[CH:14][C:13]([C:16]3[CH:17]=[N:18][C:19]4[N:20]([N:22]=[CH:23][C:24]=4[C:25]4[C:34]5[C:29](=[CH:30][CH:31]=[CH:32][CH:33]=5)[N:28]=[CH:27][CH:26]=4)[CH:21]=3)=[CH:12][CH:11]=2)[CH2:6][CH2:5]1.[C:35]([OH:41])([C:37]([F:40])([F:39])[F:38])=[O:36]. (2) Given the reactants Cl[C:2]1[C:7]([C:8]([O:10]CC)=[S:9])=[CH:6][N:5]=[C:4]([CH3:13])[N:3]=1.C(N(CC)CC)C.[NH2:21][C@@H:22]([CH2:25][C:26]1[CH:31]=[CH:30][CH:29]=[CH:28][CH:27]=1)[CH2:23][OH:24], predict the reaction product. The product is: [OH:24][CH2:23][C@@H:22]([NH:21][C:2]1[C:7]([C:8]([OH:10])=[S:9])=[CH:6][N:5]=[C:4]([CH3:13])[N:3]=1)[CH2:25][C:26]1[CH:27]=[CH:28][CH:29]=[CH:30][CH:31]=1.